This data is from Reaction yield outcomes from USPTO patents with 853,638 reactions. The task is: Predict the reaction yield, written as a fraction of the theoretical maximum amount of product (1.0 means a 100% yield; for example, 0.34 means a 34% yield). (1) The reactants are [CH2:1]([N:3]1[C:11]2[C:6](=[CH:7][CH:8]=[C:9]([O:12][CH3:13])[CH:10]=2)[C:5]([C:14](=O)[CH3:15])=[CH:4]1)[CH3:2].C([N:19]1[C:27]2C(=CC=C(OC)C=2)C=C1)C.COC(OC)[N:33](C)C.O.NN. The catalyst is N1CCCC1. The product is [CH2:1]([N:3]1[C:11]2[C:6](=[CH:7][CH:8]=[C:9]([O:12][CH3:13])[CH:10]=2)[C:5]([C:14]2[NH:33][N:19]=[CH:27][CH:15]=2)=[CH:4]1)[CH3:2]. The yield is 0.540. (2) The reactants are COC(=O)[CH2:4][NH:5][CH2:6][C@H:7]1[CH2:11][CH2:10][CH2:9][N:8]1[C:12]([O:14]C(C)(C)C)=O.FC(F)(F)C(O)=O. The catalyst is C(Cl)Cl. The product is [CH2:6]1[NH:5][CH2:4][C:12](=[O:14])[N:8]2[CH2:9][CH2:10][CH2:11][C@H:7]12. The yield is 0.990. (3) The reactants are [N:1]1[C:6]([C:7]([OH:9])=[O:8])=[CH:5][CH:4]=[CH:3][C:2]=1[C:10]([OH:12])=O.[F:13][C:14]1[CH:26]=[CH:25][C:17]([CH2:18][N:19]2[CH2:24][CH2:23][NH:22][CH2:21][CH2:20]2)=[CH:16][CH:15]=1.[CH2:27](N(CC)CC)C.CN(C(ON1N=NC2C=CC=NC1=2)=[N+](C)C)C.F[P-](F)(F)(F)(F)F. The product is [F:13][C:14]1[CH:26]=[CH:25][C:17]([CH2:18][N:19]2[CH2:24][CH2:23][N:22]([C:10]([C:2]3[N:1]=[C:6]([C:7]([O:9][CH3:27])=[O:8])[CH:5]=[CH:4][CH:3]=3)=[O:12])[CH2:21][CH2:20]2)=[CH:16][CH:15]=1. The yield is 0.500. The catalyst is O1CCCC1.CO.C[Si](C=[N+]=[N-])(C)C.CCCCCC. (4) The product is [F:11][C:8]1[CH:9]=[CH:10][C:5]([C:3]2[N:13]=[C:12]([CH:15]3[CH2:20][CH2:19][CH2:18][N:17]([C:21]([O:23][C:24]([CH3:27])([CH3:26])[CH3:25])=[O:22])[CH2:16]3)[S:14][CH:2]=2)=[CH:6][CH:7]=1. The yield is 0.0900. The reactants are Br[CH2:2][C:3]([C:5]1[CH:10]=[CH:9][C:8]([F:11])=[CH:7][CH:6]=1)=O.[C:12]([CH:15]1[CH2:20][CH2:19][CH2:18][N:17]([C:21]([O:23][C:24]([CH3:27])([CH3:26])[CH3:25])=[O:22])[CH2:16]1)(=[S:14])[NH2:13]. No catalyst specified. (5) The reactants are [Cl:1][C:2]1[CH:3]=[C:4]([CH:10]=[CH:11][CH:12]=1)[C:5]([CH2:7][C:8]#[N:9])=[O:6].[C:13]1([N:19](C2C=CC=CC=2)[CH:20]=N)[CH:18]=[CH:17][CH:16]=[CH:15][CH:14]=1. The catalyst is C1(C)C=CC=CC=1. The product is [Cl:1][C:2]1[CH:3]=[C:4]([CH:10]=[CH:11][CH:12]=1)[C:5]([C:7](=[CH:20][NH:19][C:13]1[CH:18]=[CH:17][CH:16]=[CH:15][CH:14]=1)[C:8]#[N:9])=[O:6]. The yield is 0.750. (6) The reactants are [CH3:1][C:2]1([CH3:18])[CH2:15][C:14]([CH3:17])([CH3:16])[CH2:13][C:4]2([C@@H:10]([CH3:11])[CH2:9][C:8](=[O:12])[C@:5]32[O:7][CH2:6]3)[CH2:3]1.[H-].[Al+3].[Li+].[H-].[H-].[H-]. The catalyst is CCOCC. The product is [CH3:6][C@@:5]1([OH:7])[C:4]2([CH2:13][C:14]([CH3:16])([CH3:17])[CH2:15][C:2]([CH3:18])([CH3:1])[CH2:3]2)[C@H:10]([CH3:11])[CH2:9][C@@H:8]1[OH:12]. The yield is 0.840. (7) The reactants are Cl[C:2]1[CH:3]=[CH:4][C:5]([N+:9]([O-:11])=[O:10])=[C:6]([CH:8]=1)[NH2:7].[O:12]1[CH2:17][CH2:16][N:15]([CH2:18][CH2:19][N:20]2[CH:24]=[C:23](B(O)O)[CH:22]=[N:21]2)[CH2:14][CH2:13]1. No catalyst specified. The product is [N:15]1([CH2:18][CH2:19][N:20]2[CH:24]=[C:23]([C:2]3[CH:3]=[CH:4][C:5]([N+:9]([O-:11])=[O:10])=[C:6]([CH:8]=3)[NH2:7])[CH:22]=[N:21]2)[CH2:14][CH2:13][O:12][CH2:17][CH2:16]1. The yield is 0.643.